Dataset: Experimentally validated miRNA-target interactions with 360,000+ pairs, plus equal number of negative samples. Task: Binary Classification. Given a miRNA mature sequence and a target amino acid sequence, predict their likelihood of interaction. The miRNA is hsa-miR-4666a-3p with sequence CAUACAAUCUGACAUGUAUUU. The protein sequence of the target gene is MAKSKNHTTHNQSRKWHRNGIKKPRSQRYESLKGVDPKFLRNMRFAKKHNKKGLKKMQANNAKAMSARAEAIKALVKPKEVKPKIPKGVSRKLDRLAYIAHPKLGKRARARIAKGLRLCRPKAKAKAKAKDQTKAQAAAPASVPAQAPKRTQAPTKASE. Result: 0 (no interaction).